From a dataset of Reaction yield outcomes from USPTO patents with 853,638 reactions. Predict the reaction yield, written as a fraction of the theoretical maximum amount of product (1.0 means a 100% yield; for example, 0.34 means a 34% yield). The reactants are [Si:1]([O:8][C@@H:9]1[C@@:28]2([CH3:29])[C:13](=[CH:14][CH:15]=[C:16]3[C@@H:27]2[CH2:26][CH2:25][C@@:24]2([CH3:30])[C@H:17]3[CH2:18][CH:19]=[C:20]2[C@H:21]([OH:23])[CH3:22])[CH2:12][C@@H:11]([O:31][Si:32]([C:35]([CH3:38])([CH3:37])[CH3:36])([CH3:34])[CH3:33])[CH2:10]1)([C:4]([CH3:7])([CH3:6])[CH3:5])([CH3:3])[CH3:2].[H-].[Na+].C1OCCOCCOCCOCCOC1.Br[CH2:57]/[CH:58]=[CH:59]/[C:60]([CH2:71][CH3:72])([O:63][Si:64]([CH2:69][CH3:70])([CH2:67][CH3:68])[CH2:65][CH3:66])[CH2:61][CH3:62]. The catalyst is O1CCCC1. The product is [Si:1]([O:8][C@@H:9]1[C@@:28]2([CH3:29])[C:13](=[CH:14][CH:15]=[C:16]3[C@@H:27]2[CH2:26][CH2:25][C@@:24]2([CH3:30])[C@H:17]3[CH2:18][CH:19]=[C:20]2[C@H:21]([O:23][CH2:57]/[CH:58]=[CH:59]/[C:60]([CH2:71][CH3:72])([O:63][Si:64]([CH2:69][CH3:70])([CH2:65][CH3:66])[CH2:67][CH3:68])[CH2:61][CH3:62])[CH3:22])[CH2:12][C@@H:11]([O:31][Si:32]([C:35]([CH3:37])([CH3:36])[CH3:38])([CH3:33])[CH3:34])[CH2:10]1)([C:4]([CH3:7])([CH3:6])[CH3:5])([CH3:3])[CH3:2]. The yield is 0.730.